Dataset: Full USPTO retrosynthesis dataset with 1.9M reactions from patents (1976-2016). Task: Predict the reactants needed to synthesize the given product. Given the product [CH2:9]([O:11][CH:12]([O:15][CH2:16][CH3:17])[CH2:13][N:14]=[CH:7][C:4]1[S:5][CH:6]=[C:2]([CH3:1])[CH:3]=1)[CH3:10], predict the reactants needed to synthesize it. The reactants are: [CH3:1][C:2]1[CH:3]=[C:4]([CH:7]=O)[S:5][CH:6]=1.[CH2:9]([O:11][CH:12]([O:15][CH2:16][CH3:17])[CH2:13][NH2:14])[CH3:10].C1(C)C=CC=CC=1.